From a dataset of Full USPTO retrosynthesis dataset with 1.9M reactions from patents (1976-2016). Predict the reactants needed to synthesize the given product. (1) The reactants are: [BH4-].[Na+].[Cl:3][C:4]1[CH:9]=[CH:8][C:7]([O:10][C:11]2[CH:16]=[CH:15][C:14]([C:17](=[O:38])[CH:18]([CH2:24][C:25]3[CH:30]=[CH:29][CH:28]=[C:27]([O:31][C:32]([F:37])([F:36])[CH:33]([F:35])[F:34])[CH:26]=3)[C:19]([O:21][CH2:22][CH3:23])=[O:20])=[CH:13][CH:12]=2)=[CH:6][C:5]=1[CH2:39][CH3:40].Cl.O. Given the product [Cl:3][C:4]1[CH:9]=[CH:8][C:7]([O:10][C:11]2[CH:12]=[CH:13][C:14]([CH:17]([OH:38])[CH:18]([CH2:24][C:25]3[CH:30]=[CH:29][CH:28]=[C:27]([O:31][C:32]([F:37])([F:36])[CH:33]([F:35])[F:34])[CH:26]=3)[C:19]([O:21][CH2:22][CH3:23])=[O:20])=[CH:15][CH:16]=2)=[CH:6][C:5]=1[CH2:39][CH3:40], predict the reactants needed to synthesize it. (2) Given the product [Cl:1][C:2]1[CH:3]=[CH:4][C:5]2[N:6]([CH:10]=[C:11]([C:13]3[CH:18]=[CH:17][C:16]([CH2:19][CH3:20])=[C:15]([N+:21]([O-:23])=[O:22])[CH:14]=3)[N:8]=2)[N:7]=1, predict the reactants needed to synthesize it. The reactants are: [Cl:1][C:2]1[N:7]=[N:6][C:5]([NH2:8])=[CH:4][CH:3]=1.Br[CH2:10][C:11]([C:13]1[CH:18]=[CH:17][C:16]([CH2:19][CH3:20])=[C:15]([N+:21]([O-:23])=[O:22])[CH:14]=1)=O. (3) Given the product [C:15]([C:11]1[CH:12]=[CH:13][N:14]2[C:9]([CH:10]=1)=[C:8]([CH2:17][C:18]1[CH:23]=[CH:22][C:21]([S:24]([N:27]3[CH2:32][CH2:31][O:30][CH2:29][CH2:28]3)(=[O:26])=[O:25])=[CH:20][CH:19]=1)[C:7]([CH3:33])=[C:6]2[CH2:5][C:4]([OH:34])=[O:3])#[N:16], predict the reactants needed to synthesize it. The reactants are: C([O:3][C:4](=[O:34])[CH2:5][C:6]1[N:14]2[C:9]([CH:10]=[C:11]([C:15]#[N:16])[CH:12]=[CH:13]2)=[C:8]([CH2:17][C:18]2[CH:23]=[CH:22][C:21]([S:24]([N:27]3[CH2:32][CH2:31][O:30][CH2:29][CH2:28]3)(=[O:26])=[O:25])=[CH:20][CH:19]=2)[C:7]=1[CH3:33])C.[OH-].[Li+].Cl.